This data is from Forward reaction prediction with 1.9M reactions from USPTO patents (1976-2016). The task is: Predict the product of the given reaction. (1) The product is: [C:1]([O:5][C:6]([N:8]1[CH2:13][C@H:12]([CH2:14][N:27]2[CH2:28][CH2:29][C@H:25]([F:24])[CH2:26]2)[N:11]([CH2:16][C:17]2[CH:22]=[CH:21][CH:20]=[CH:19][CH:18]=2)[CH2:10][C@H:9]1[CH3:23])=[O:7])([CH3:4])([CH3:3])[CH3:2]. Given the reactants [C:1]([O:5][C:6]([N:8]1[CH2:13][C@H:12]([CH2:14]Cl)[N:11]([CH2:16][C:17]2[CH:22]=[CH:21][CH:20]=[CH:19][CH:18]=2)[CH2:10][C@H:9]1[CH3:23])=[O:7])([CH3:4])([CH3:3])[CH3:2].[F:24][C@H:25]1[CH2:29][CH2:28][NH:27][CH2:26]1, predict the reaction product. (2) Given the reactants C([O:3][C:4](=[O:21])[CH2:5][CH:6]1[O:10][B:9]([OH:11])[C:8]2[CH:12]=[C:13]([OH:20])[CH:14]=[C:15]([CH2:16][N:17]=[N+]=[N-])[C:7]1=2)C.Cl, predict the reaction product. The product is: [NH2:17][CH2:16][C:15]1[C:7]2[CH:6]([CH2:5][C:4]([OH:21])=[O:3])[O:10][B:9]([OH:11])[C:8]=2[CH:12]=[C:13]([OH:20])[CH:14]=1. (3) Given the reactants [CH3:1][O:2][C:3](=[O:24])[C:4]1[CH:9]=[CH:8][C:7]([OH:10])=[C:6]([NH:11][S:12]([C:15]2[CH:20]=[C:19]([Cl:21])[CH:18]=[CH:17][C:16]=2[O:22][CH3:23])(=[O:14])=[O:13])[CH:5]=1.Br[CH2:26][CH2:27]Br, predict the reaction product. The product is: [CH3:1][O:2][C:3]([C:4]1[CH:9]=[CH:8][C:7]2[O:10][CH2:27][CH2:26][N:11]([S:12]([C:15]3[CH:20]=[C:19]([Cl:21])[CH:18]=[CH:17][C:16]=3[O:22][CH3:23])(=[O:13])=[O:14])[C:6]=2[CH:5]=1)=[O:24]. (4) Given the reactants Cl.O1CCOCC1.[N:8]1[CH:13]=[CH:12][CH:11]=[C:10]([O:14][CH2:15][CH:16]2[CH2:21][N:20](C(OC(C)(C)C)=O)[CH2:19][CH2:18][N:17]2[C:29]([O:31][CH2:32][C:33]2[CH:38]=[CH:37][CH:36]=[CH:35][CH:34]=2)=[O:30])[CH:9]=1, predict the reaction product. The product is: [N:8]1[CH:13]=[CH:12][CH:11]=[C:10]([O:14][CH2:15][CH:16]2[CH2:21][NH:20][CH2:19][CH2:18][N:17]2[C:29]([O:31][CH2:32][C:33]2[CH:38]=[CH:37][CH:36]=[CH:35][CH:34]=2)=[O:30])[CH:9]=1. (5) Given the reactants [C:1]([O:5][C:6](=[O:22])[NH:7][C:8]1[CH:13]=[CH:12][C:11]([O:14][CH2:15][C:16]2[CH:21]=[CH:20][CH:19]=[CH:18][CH:17]=2)=[CH:10][CH:9]=1)([CH3:4])([CH3:3])[CH3:2].[H-].[Na+].I[CH2:26][CH3:27], predict the reaction product. The product is: [C:1]([O:5][C:6](=[O:22])[N:7]([C:8]1[CH:13]=[CH:12][C:11]([O:14][CH2:15][C:16]2[CH:17]=[CH:18][CH:19]=[CH:20][CH:21]=2)=[CH:10][CH:9]=1)[CH2:26][CH3:27])([CH3:4])([CH3:2])[CH3:3]. (6) The product is: [C:20]([O:19][C:17]([NH:16][C@H:5]([CH2:6][C:7]1[CH:12]=[C:11]([F:13])[C:10]([F:14])=[CH:9][C:8]=1[F:15])[CH2:4][C:3]([OH:24])=[O:2])=[O:18])([CH3:23])([CH3:21])[CH3:22]. Given the reactants C[O:2][C:3](=[O:24])[CH2:4][C@H:5]([NH:16][C:17]([O:19][C:20]([CH3:23])([CH3:22])[CH3:21])=[O:18])[CH2:6][C:7]1[CH:12]=[C:11]([F:13])[C:10]([F:14])=[CH:9][C:8]=1[F:15].O[Li].O.C([O-])(O)=O.[Na+], predict the reaction product. (7) Given the reactants [CH3:1][C:2]1[CH:7]=[CH:6][CH:5]=[C:4]([N+:8]([O-:10])=[O:9])[C:3]=1[NH2:11].[C:12](OC)(=O)C(OC)=O.CC(C)([O-])C.[K+].C(OCC)(=O)C, predict the reaction product. The product is: [CH3:12][NH:11][C:3]1[C:4]([N+:8]([O-:10])=[O:9])=[CH:5][CH:6]=[CH:7][C:2]=1[CH3:1]. (8) Given the reactants [NH:1]([CH2:8][C:9]([OH:11])=[O:10])[C:2]1[CH:7]=[CH:6][CH:5]=[CH:4][CH:3]=1.C(N(CC)CC)C.[C:19](O[C:19]([O:21][C:22]([CH3:25])([CH3:24])[CH3:23])=[O:20])([O:21][C:22]([CH3:25])([CH3:24])[CH3:23])=[O:20], predict the reaction product. The product is: [C:22]([O:21][C:19]([N:1]([CH2:8][C:9]([OH:11])=[O:10])[C:2]1[CH:7]=[CH:6][CH:5]=[CH:4][CH:3]=1)=[O:20])([CH3:25])([CH3:24])[CH3:23].